Dataset: Reaction yield outcomes from USPTO patents with 853,638 reactions. Task: Predict the reaction yield, written as a fraction of the theoretical maximum amount of product (1.0 means a 100% yield; for example, 0.34 means a 34% yield). (1) The reactants are [OH-].[K+].[N:3]1[C:7]2[CH:8]=[CH:9][CH:10]=[CH:11][C:6]=2[NH:5][CH:4]=1.[CH3:12][O:13][CH2:14][CH2:15]Cl. The catalyst is C(#N)C. The product is [CH3:12][O:13][CH2:14][CH2:15][N:3]1[C:7]2[CH:8]=[CH:9][CH:10]=[CH:11][C:6]=2[N:5]=[CH:4]1. The yield is 0.800. (2) The reactants are [CH2:1]([O:8][NH:9][C@H:10]1[CH2:15][N:14]([C:16]([O:18][C:19]([CH3:22])([CH3:21])[CH3:20])=[O:17])[C@H:13]([C:23]([OH:25])=[O:24])[CH2:12][CH2:11]1)[C:2]1[CH:7]=[CH:6][CH:5]=[CH:4][CH:3]=1.Cl.C(N=C=NCCCN(C)C)C.C(N(C(C)C)CC)(C)C.[C:47](=[N:55]O)([C:49]1[CH:54]=[CH:53][CH:52]=[CH:51][CH:50]=1)[CH3:48]. The catalyst is ClCCl.CCCCCC.C(OCC)(=O)C. The product is [CH2:1]([O:8][NH:9][C@H:10]1[CH2:15][N:14]([C:16]([O:18][C:19]([CH3:21])([CH3:22])[CH3:20])=[O:17])[C@H:13]([C:23]([O:25][N:55]=[C:47]([C:49]2[CH:54]=[CH:53][CH:52]=[CH:51][CH:50]=2)[CH3:48])=[O:24])[CH2:12][CH2:11]1)[C:2]1[CH:3]=[CH:4][CH:5]=[CH:6][CH:7]=1. The yield is 0.420. (3) The reactants are CC(C)=O.[OH-].[Na+].[Cl:7][C:8]1[CH:13]=[CH:12][C:11]([CH:14]([CH:19]2[CH2:21][CH2:20]2)[C:15]([O:17]C)=[O:16])=[CH:10][CH:9]=1. The catalyst is O. The product is [Cl:7][C:8]1[CH:9]=[CH:10][C:11]([C@@H:14]([CH:19]2[CH2:21][CH2:20]2)[C:15]([OH:17])=[O:16])=[CH:12][CH:13]=1. The yield is 0.379. (4) The reactants are C([O:4][C@@H:5]([C:7]1[CH:11]=[C:10]([C:12]2[CH:17]=[CH:16][CH:15]=[C:14]([Cl:18])[CH:13]=2)[O:9][N:8]=1)[CH3:6])(=O)C.O.[OH-].[Li+]. The catalyst is C1COCC1.O. The product is [Cl:18][C:14]1[CH:13]=[C:12]([C:10]2[O:9][N:8]=[C:7]([C@H:5]([OH:4])[CH3:6])[CH:11]=2)[CH:17]=[CH:16][CH:15]=1. The yield is 0.850. (5) The reactants are C[Si](C)(C)CC[O:5]C[N:7]1[C:11]2[N:12]=[CH:13][N:14]=[C:15]([C:16]3[CH:17]=[N:18][N:19]([CH:21]([CH2:25][CH2:26][CH2:27][CH3:28])[CH2:22][C:23]#[N:24])[CH:20]=3)[C:10]=2[CH:9]=[CH:8]1.F[B-](F)(F)F.[Li+].[OH-].[NH4+]. The catalyst is O.C(#N)C. The product is [NH4+:7].[OH-:5].[N:12]1[C:11]2[NH:7][CH:8]=[CH:9][C:10]=2[C:15]([C:16]2[CH:17]=[N:18][N:19]([CH:21]([CH2:25][CH2:26][CH2:27][CH3:28])[CH2:22][C:23]#[N:24])[CH:20]=2)=[N:14][CH:13]=1. The yield is 0.00150. (6) The reactants are [C:1]([C:5]1[CH:9]=[C:8]([NH2:10])[NH:7][N:6]=1)([CH3:4])([CH3:3])[CH3:2].I[C:12]1[CH:13]=[CH:14][C:15]([O:20][Si:21]([CH:28]([CH3:30])[CH3:29])([CH:25]([CH3:27])[CH3:26])[CH:22]([CH3:24])[CH3:23])=[C:16]([CH2:18][OH:19])[CH:17]=1.C(=O)([O-])[O-].[K+].[K+].CN[C@H]1CCCC[C@@H]1NC. The catalyst is C1(C)C=CC=CC=1.CCOC(C)=O.O.[Cu]I. The product is [NH2:10][C:8]1[N:7]([C:12]2[CH:13]=[CH:14][C:15]([O:20][Si:21]([CH:25]([CH3:27])[CH3:26])([CH:28]([CH3:30])[CH3:29])[CH:22]([CH3:23])[CH3:24])=[C:16]([CH2:18][OH:19])[CH:17]=2)[N:6]=[C:5]([C:1]([CH3:4])([CH3:3])[CH3:2])[CH:9]=1. The yield is 0.150. (7) The reactants are [CH2:1]([O:3][CH:4]([O:8][CH2:9][CH3:10])[CH2:5][CH2:6][NH2:7])[CH3:2].[CH3:11][C:12]([O:15][C:16](O[C:16]([O:15][C:12]([CH3:14])([CH3:13])[CH3:11])=[O:17])=[O:17])([CH3:14])[CH3:13].O.Cl. The catalyst is O1CCOCC1. The product is [CH2:1]([O:3][CH:4]([O:8][CH2:9][CH3:10])[CH2:5][CH2:6][NH:7][C:16](=[O:17])[O:15][C:12]([CH3:14])([CH3:13])[CH3:11])[CH3:2]. The yield is 0.810. (8) The reactants are [F:1][C:2]1[CH:20]=[C:19]([NH:21][C:22]([O:24]C2C=CC=CC=2)=O)[CH:18]=[CH:17][C:3]=1[CH2:4][NH:5][S:6]([NH:9][C:10]([O:12][C:13]([CH3:16])([CH3:15])[CH2+:14])=[O:11])(=[O:8])=[O:7].[C:31]1([CH3:49])[CH:36]=[CH:35][CH:34]=[C:33]([C:37]2[C:42]([CH2:43][NH2:44])=[CH:41][CH:40]=[C:39]([C:45]([F:48])([F:47])[F:46])[N:38]=2)[CH:32]=1. The catalyst is C(#N)C.CN(C)C1C=CN=CC=1. The product is [F:1][C:2]1[CH:20]=[C:19]([NH:21][C:22]([NH:44][CH2:43][C:42]2[C:37]([C:33]3[CH:32]=[C:31]([CH3:49])[CH:36]=[CH:35][CH:34]=3)=[N:38][C:39]([C:45]([F:48])([F:46])[F:47])=[CH:40][CH:41]=2)=[O:24])[CH:18]=[CH:17][C:3]=1[CH2:4][NH:5][S:6]([NH:9][C:10](=[O:11])[O:12][C:13]([CH3:16])([CH3:15])[CH3:14])(=[O:7])=[O:8]. The yield is 0.510. (9) The reactants are Cl.[CH:2]1([NH:7][C:8]([NH2:10])=[NH:9])[CH2:6][CH2:5][CH2:4][CH2:3]1.[O-]CC.[Na+].[Cl:15][C:16]1[CH:17]=[C:18]([C:22]2[C:30]([C:31](=O)[C:32]#[CH:33])=[C:29]3[N:24]([CH:25]=[N:26][CH:27]=[CH:28]3)[N:23]=2)[CH:19]=[CH:20][CH:21]=1. The catalyst is C(O)C.O. The product is [Cl:15][C:16]1[CH:17]=[C:18]([C:22]2[C:30]([C:31]3[CH:32]=[CH:33][N:10]=[C:8]([NH:7][CH:2]4[CH2:6][CH2:5][CH2:4][CH2:3]4)[N:9]=3)=[C:29]3[N:24]([CH:25]=[N:26][CH:27]=[CH:28]3)[N:23]=2)[CH:19]=[CH:20][CH:21]=1. The yield is 0.640.